From a dataset of Cav3 T-type calcium channel HTS with 100,875 compounds. Binary Classification. Given a drug SMILES string, predict its activity (active/inactive) in a high-throughput screening assay against a specified biological target. (1) The compound is S(CCOc1c(OC)cccc1)c1ncnc2nc[nH]c12. The result is 0 (inactive). (2) The molecule is OC1(CCCC1)C(c1ccccc1)C(OCCN(C)C)=O. The result is 0 (inactive). (3) The molecule is S(=O)(=O)(Cc1cc(F)ccc1)c1oc(nn1)C(N)CC(C)C. The result is 0 (inactive).